This data is from Forward reaction prediction with 1.9M reactions from USPTO patents (1976-2016). The task is: Predict the product of the given reaction. (1) Given the reactants [F:1][CH:2]([F:42])[C:3]1[N:7]([C:8]2[N:13]=[C:12]([N:14]3[CH2:19][CH2:18][O:17][CH2:16][CH2:15]3)[N:11]=[C:10]([N:20]([CH2:34][CH2:35][CH2:36]O)[CH:21]3[CH2:26][CH2:25][N:24]([C:27]([O:29][C:30]([CH3:33])([CH3:32])[CH3:31])=[O:28])[CH2:23][CH2:22]3)[N:9]=2)[C:6]2[CH:38]=[CH:39][CH:40]=[CH:41][C:5]=2[N:4]=1.CS(Cl)(=O)=O.[CH3:48][NH:49][CH3:50], predict the reaction product. The product is: [F:1][CH:2]([F:42])[C:3]1[N:7]([C:8]2[N:13]=[C:12]([N:14]3[CH2:19][CH2:18][O:17][CH2:16][CH2:15]3)[N:11]=[C:10]([N:20]([CH2:34][CH2:35][CH2:36][N:49]([CH3:50])[CH3:48])[CH:21]3[CH2:26][CH2:25][N:24]([C:27]([O:29][C:30]([CH3:33])([CH3:32])[CH3:31])=[O:28])[CH2:23][CH2:22]3)[N:9]=2)[C:6]2[CH:38]=[CH:39][CH:40]=[CH:41][C:5]=2[N:4]=1. (2) Given the reactants [C:1]([N:5]1[C:9]2=[N:10][CH:11]=[CH:12][CH:13]=[C:8]2[C@:7]2([CH2:22][C:16]3=[N:17][CH:18]=[C:19](Cl)[CH:20]=[C:15]3[CH2:14]2)[C:6]1=[O:23])([CH3:4])([CH3:3])[CH3:2].[C:24]([O-])([O-:26])=[O:25].[K+].[K+].Cl, predict the reaction product. The product is: [C:1]([N:5]1[C:9]2=[N:10][CH:11]=[CH:12][CH:13]=[C:8]2[C@:7]2([CH2:22][C:16]3=[N:17][CH:18]=[C:19]([C:24]([OH:26])=[O:25])[CH:20]=[C:15]3[CH2:14]2)[C:6]1=[O:23])([CH3:4])([CH3:3])[CH3:2]. (3) Given the reactants [CH3:1][O:2][C:3](=[O:22])[CH:4]([CH2:8][C:9](=O)[C:10]1[CH:15]=[CH:14][CH:13]=[CH:12][C:11]=1[O:16][C:17]([F:20])([F:19])[F:18])[C:5](=O)[CH3:6].[CH2:23]([NH2:29])[C@H:24]1[O:28][CH2:27][CH2:26][CH2:25]1.C1(C)C=CC(S(O)(=O)=O)=CC=1, predict the reaction product. The product is: [CH3:1][O:2][C:3]([C:4]1[CH:8]=[C:9]([C:10]2[CH:15]=[CH:14][CH:13]=[CH:12][C:11]=2[O:16][C:17]([F:20])([F:19])[F:18])[N:29]([CH2:23][C@@H:24]2[CH2:25][CH2:26][CH2:27][O:28]2)[C:5]=1[CH3:6])=[O:22]. (4) The product is: [O:23]1[CH2:24][CH:21]([CH:18]2[CH2:19][CH2:20][NH:15][CH2:16][CH2:17]2)[CH2:22]1. Given the reactants C(O)(C(F)(F)F)=O.C(OC([N:15]1[CH2:20][CH2:19][CH:18]([CH:21]2[CH2:24][O:23][CH2:22]2)[CH2:17][CH2:16]1)=O)(C)(C)C, predict the reaction product. (5) Given the reactants [Cl:1][C:2]1[C:3]([N:9]2[CH2:14][CH2:13][CH2:12][CH2:11][CH2:10]2)=[C:4]([NH2:8])[CH:5]=[CH:6][CH:7]=1.[C:15]([C:17]1[O:21][C:20]([C:22](Cl)=[O:23])=[CH:19][CH:18]=1)#[N:16].CCN(C(C)C)C(C)C, predict the reaction product. The product is: [Cl:1][C:2]1[C:3]([N:9]2[CH2:14][CH2:13][CH2:12][CH2:11][CH2:10]2)=[C:4]([NH:8][C:22]([C:20]2[O:21][C:17]([C:15]#[N:16])=[CH:18][CH:19]=2)=[O:23])[CH:5]=[CH:6][CH:7]=1.